From a dataset of Reaction yield outcomes from USPTO patents with 853,638 reactions. Predict the reaction yield, written as a fraction of the theoretical maximum amount of product (1.0 means a 100% yield; for example, 0.34 means a 34% yield). (1) The reactants are [CH3:1][C:2]1[N:3]=[C:4]2[C:13]3[CH2:12][CH:11]([C:14]4[CH:19]=[CH:18][CH:17]=[CH:16][CH:15]=4)[CH2:10][CH2:9][C:8]=3[C:7]([C:20]([OH:22])=O)=[CH:6][N:5]2[C:23]=1[CH3:24].C[N:26](C(ON1N=NC2C=CC=CC1=2)=[N+](C)C)C.[B-](F)(F)(F)F.N.[Cl-].[NH4+].Cl. The catalyst is ClCCl. The product is [CH3:1][C:2]1[N:3]=[C:4]2[C:13]3[CH2:12][CH:11]([C:14]4[CH:19]=[CH:18][CH:17]=[CH:16][CH:15]=4)[CH2:10][CH2:9][C:8]=3[C:7]([C:20]([NH2:26])=[O:22])=[CH:6][N:5]2[C:23]=1[CH3:24]. The yield is 0.650. (2) The product is [CH3:1][C:2]1[C:7]([CH3:8])=[CH:6][CH:5]=[CH:4][C:3]=1[NH:9][C:10](=[O:16])[CH2:11][CH2:12][C:13]([O:15][CH3:17])=[O:14]. The reactants are [CH3:1][C:2]1[C:7]([CH3:8])=[CH:6][CH:5]=[CH:4][C:3]=1[NH:9][C:10](=[O:16])[CH2:11][CH2:12][C:13]([OH:15])=[O:14].[CH3:17][SiH](C)C. The yield is 0.980. The catalyst is C(Cl)Cl.CO. (3) The reactants are [C:1]([O:4][CH2:5][C@H:6]([CH3:19])[CH2:7][CH:8]([NH:15][C:16](=[O:18])[CH3:17])[C:9]1[S:10][C:11](Br)=[CH:12][CH:13]=1)(=[O:3])[CH3:2].[CH2:20]([OH:23])[C:21]#[CH:22].C(N(CC)CC)C.O. The catalyst is CN(C)C=O.[Cu]I.Cl[Pd](Cl)([P](C1C=CC=CC=1)(C1C=CC=CC=1)C1C=CC=CC=1)[P](C1C=CC=CC=1)(C1C=CC=CC=1)C1C=CC=CC=1. The product is [C:1]([O:4][CH2:5][C@H:6]([CH3:19])[CH2:7][CH:8]([NH:15][C:16](=[O:18])[CH3:17])[C:9]1[S:10][C:11]([C:22]#[C:21][CH2:20][OH:23])=[CH:12][CH:13]=1)(=[O:3])[CH3:2]. The yield is 0.540. (4) The reactants are [CH3:1][O:2][C:3](=[O:24])/[CH:4]=[CH:5]/[C:6]1[CH:11]=[CH:10][C:9]([CH:12]2[CH2:16][CH2:15][CH2:14][N:13]2[CH2:17][CH2:18][C:19]2[NH:23][N:22]=[N:21][N:20]=2)=[CH:8][CH:7]=1.I[CH3:26].[OH-].[Na+]. The catalyst is CN(C)C=O. The product is [CH3:1][O:2][C:3](=[O:24])/[CH:4]=[CH:5]/[C:6]1[CH:7]=[CH:8][C:9]([CH:12]2[CH2:16][CH2:15][CH2:14][N:13]2[CH2:17][CH2:18][C:19]2[N:23]=[N:22][N:21]([CH3:26])[N:20]=2)=[CH:10][CH:11]=1.[CH3:1][O:2][C:3](=[O:24])/[CH:4]=[CH:5]/[C:6]1[CH:7]=[CH:8][C:9]([CH:12]2[CH2:16][CH2:15][CH2:14][N:13]2[CH2:17][CH2:18][C:19]2[N:20]([CH3:26])[N:21]=[N:22][N:23]=2)=[CH:10][CH:11]=1. The yield is 0.210.